This data is from Reaction yield outcomes from USPTO patents with 853,638 reactions. The task is: Predict the reaction yield, written as a fraction of the theoretical maximum amount of product (1.0 means a 100% yield; for example, 0.34 means a 34% yield). (1) The reactants are C([O:3][C:4](=[O:13])[CH2:5][C:6]1(O)[CH2:11][CH2:10][O:9][CH2:8][CH2:7]1)C.[C:14](#[N:21])[C:15]1[CH:20]=[CH:19][CH:18]=[CH:17][CH:16]=1.S(=O)(=O)(O)[OH:23]. The catalyst is O. The product is [C:14]([NH:21][C:6]1([CH2:5][C:4]([OH:3])=[O:13])[CH2:7][CH2:8][O:9][CH2:10][CH2:11]1)(=[O:23])[C:15]1[CH:20]=[CH:19][CH:18]=[CH:17][CH:16]=1. The yield is 0.170. (2) The reactants are Cl.C(OC(=O)[NH:8][CH:9]1[CH2:12][N:11]([C:13]([C:15]2[N:16]=[C:17]3[C:22]([C:23]([F:26])([F:25])[F:24])=[CH:21][C:20]([C:27]4[CH:28]=[N:29][NH:30][CH:31]=4)=[CH:19][N:18]3[C:32]=2[Cl:33])=[O:14])[CH2:10]1)(C)(C)C. The catalyst is O1CCOCC1. The product is [ClH:33].[NH2:8][CH:9]1[CH2:12][N:11]([C:13]([C:15]2[N:16]=[C:17]3[C:22]([C:23]([F:26])([F:24])[F:25])=[CH:21][C:20]([C:27]4[CH:28]=[N:29][NH:30][CH:31]=4)=[CH:19][N:18]3[C:32]=2[Cl:33])=[O:14])[CH2:10]1. The yield is 1.00.